Dataset: Reaction yield outcomes from USPTO patents with 853,638 reactions. Task: Predict the reaction yield, written as a fraction of the theoretical maximum amount of product (1.0 means a 100% yield; for example, 0.34 means a 34% yield). (1) The reactants are [CH:1]1([CH:7]([C:9]2[C:10]([CH3:22])=[N:11][N:12]([C:14]3[CH:19]=[CH:18][C:17]([F:20])=[CH:16][C:15]=3[CH3:21])[CH:13]=2)O)[CH2:6][CH2:5][CH2:4][CH2:3][CH2:2]1.[NH2:23][C:24]1[CH:29]=[CH:28][C:27]([C:30]([NH:32][CH2:33][CH2:34][C:35]([O:37]CC)=[O:36])=[O:31])=[CH:26][CH:25]=1. No catalyst specified. The product is [F:20][C:17]1[CH:18]=[CH:19][C:14]([N:12]2[CH:13]=[C:9]([CH:7]([NH:23][C:24]3[CH:25]=[CH:26][C:27]([C:30]([NH:32][CH2:33][CH2:34][C:35]([OH:37])=[O:36])=[O:31])=[CH:28][CH:29]=3)[CH:1]3[CH2:6][CH2:5][CH2:4][CH2:3][CH2:2]3)[C:10]([CH3:22])=[N:11]2)=[C:15]([CH3:21])[CH:16]=1. The yield is 0.700. (2) The reactants are [CH:1]1([C:5]2[C:13]([C:14]([O:16][CH3:17])=[O:15])=[CH:12][C:8]([C:9]([OH:11])=O)=[C:7]([CH3:18])[CH:6]=2)[CH2:4][CH2:3][CH2:2]1.Cl.[NH:20]1[CH2:25][CH2:24][CH:23]([C:26]2[CH:33]=[CH:32][C:29]([C:30]#[N:31])=[CH:28][CH:27]=2)[CH2:22][CH2:21]1.CCN=C=NCCCN(C)C.Cl. The catalyst is CN(C)C=O.CN(C)C1C=CN=CC=1.C(OCC)(=O)C. The product is [C:30]([C:29]1[CH:28]=[CH:27][C:26]([CH:23]2[CH2:24][CH2:25][N:20]([C:9]([C:8]3[C:7]([CH3:18])=[CH:6][C:5]([CH:1]4[CH2:2][CH2:3][CH2:4]4)=[C:13]([CH:12]=3)[C:14]([O:16][CH3:17])=[O:15])=[O:11])[CH2:21][CH2:22]2)=[CH:33][CH:32]=1)#[N:31]. The yield is 0.910. (3) The reactants are FC(F)(F)C(O)=O.[CH3:8][CH:9]([O:11][C:12]1[CH:19]=[CH:18][C:17]([C:20]2[O:24][N:23]=[C:22]([C:25]3[C:35]4[CH2:34][CH2:33][NH:32][CH2:31][CH2:30][C:29]=4[CH:28]=[CH:27][CH:26]=3)[N:21]=2)=[CH:16][C:13]=1[C:14]#[N:15])[CH3:10].[CH2:36]([OH:41])[CH:37]([OH:40])[CH:38]=O.C(O[BH-](OC(=O)C)OC(=O)C)(=O)C.[Na+].C(O)(=O)C.[ClH:60]. The catalyst is C(Cl)Cl.CO.C(OCC)C. The product is [ClH:60].[OH:40][CH:37]([CH2:36][OH:41])[CH2:38][N:32]1[CH2:31][CH2:30][C:29]2[CH:28]=[CH:27][CH:26]=[C:25]([C:22]3[N:21]=[C:20]([C:17]4[CH:18]=[CH:19][C:12]([O:11][CH:9]([CH3:8])[CH3:10])=[C:13]([CH:16]=4)[C:14]#[N:15])[O:24][N:23]=3)[C:35]=2[CH2:34][CH2:33]1. The yield is 0.470. (4) The reactants are [CH3:1][C:2]1[O:6][N:5]=[C:4]([C:7]2[CH:12]=[CH:11][CH:10]=[CH:9][CH:8]=2)[C:3]=1[C:13]([OH:15])=O.[S:16]1[CH:20]=[CH:19][C:18]([C:21]([NH:23][NH2:24])=O)=[CH:17]1. No catalyst specified. The product is [CH3:1][C:2]1[O:6][N:5]=[C:4]([C:7]2[CH:8]=[CH:9][CH:10]=[CH:11][CH:12]=2)[C:3]=1[C:13]1[O:15][C:21]([C:18]2[CH:19]=[CH:20][S:16][CH:17]=2)=[N:23][N:24]=1. The yield is 0.380. (5) The reactants are [CH3:1][O:2][C:3]1[CH:8]=[CH:7][CH:6]=[CH:5][C:4]=1[SH:9].F[C:11]1[CH:16]=[CH:15][CH:14]=[CH:13][C:12]=1[N+:17]([O-:19])=[O:18].[CH3:20][O:21][C:22]1[CH:27]=[CH:26][CH:25]=[CH:24][C:23]=1[S:28][C:29]1[CH:35]=[CH:34][CH:33]=[CH:32][C:30]=1[NH2:31].[NH2:36][C:37]1[S:38][CH:39]=[CH:40][N:41]=1. No catalyst specified. The product is [CH3:1][O:2][C:3]1[CH:8]=[CH:7][CH:6]=[CH:5][C:4]=1[S:9][C:11]1[CH:16]=[CH:15][CH:14]=[CH:13][C:12]=1[N+:17]([O-:19])=[O:18].[CH3:20][O:21][C:22]1[CH:27]=[CH:26][CH:25]=[CH:24][C:23]=1[S:28][C:29]1[CH:35]=[CH:34][CH:33]=[CH:32][C:30]=1[NH:31][C:1]([NH:36][C:37]1[S:38][CH:39]=[CH:40][N:41]=1)=[O:2]. The yield is 0.820. (6) The reactants are [C:1]1([S:7]([N:10]2[C:14]3[CH:15]=[N:16][C:17]([C:29]#[N:30])=[C:18]([O:19][CH:20]4[CH2:25][CH2:24][N:23]([CH2:26][CH2:27][OH:28])[CH2:22][CH2:21]4)[C:13]=3[C:12]3[CH:31]=[C:32](Br)[CH:33]=[N:34][C:11]2=3)(=[O:9])=[O:8])[CH:6]=[CH:5][CH:4]=[CH:3][CH:2]=1. The catalyst is [Pd].ClCCl. The product is [C:1]1([S:7]([N:10]2[C:14]3[CH:15]=[N:16][C:17]([C:29]#[N:30])=[C:18]([O:19][CH:20]4[CH2:21][CH2:22][N:23]([CH2:26][CH2:27][OH:28])[CH2:24][CH2:25]4)[C:13]=3[C:12]3[CH:31]=[CH:32][CH:33]=[N:34][C:11]2=3)(=[O:9])=[O:8])[CH:2]=[CH:3][CH:4]=[CH:5][CH:6]=1. The yield is 0.510. (7) The reactants are [OH:1][C:2]1[CH:34]=[CH:33][C:5]([O:6][C:7]2[N:12]=[C:11]([CH3:13])[C:10]([CH2:14][N:15]3[CH2:20][CH2:19][CH:18]([N:21]4[C@H:25]([C:26]5[CH:31]=[CH:30][CH:29]=[CH:28][CH:27]=5)[CH2:24][O:23][C:22]4=[O:32])[CH2:17][CH2:16]3)=[CH:9][CH:8]=2)=[CH:4][CH:3]=1.[H-].[Na+].Br[CH2:38][C:39]([O:41][C:42]([CH3:45])([CH3:44])[CH3:43])=[O:40]. The catalyst is C1COCC1. The product is [C:42]([O:41][C:39](=[O:40])[CH2:38][O:1][C:2]1[CH:3]=[CH:4][C:5]([O:6][C:7]2[CH:8]=[CH:9][C:10]([CH2:14][N:15]3[CH2:16][CH2:17][CH:18]([N:21]4[C@H:25]([C:26]5[CH:27]=[CH:28][CH:29]=[CH:30][CH:31]=5)[CH2:24][O:23][C:22]4=[O:32])[CH2:19][CH2:20]3)=[C:11]([CH3:13])[N:12]=2)=[CH:33][CH:34]=1)([CH3:45])([CH3:44])[CH3:43]. The yield is 0.750. (8) The reactants are Cl[C:2]1[N:3]=[C:4]([N:18]2[CH2:22][CH2:21][CH:20]([N:23]([CH3:31])[C:24](=[O:30])[O:25][C:26]([CH3:29])([CH3:28])[CH3:27])[CH2:19]2)[C:5]2[CH2:10][CH2:9][CH:8]([C:11]3[CH:16]=[CH:15][C:14]([F:17])=[CH:13][CH:12]=3)[C:6]=2[N:7]=1.[Cl:32][C:33]1[N:34]=[CH:35][N:36]([C:38]2[CH:44]=[CH:43][C:41]([NH2:42])=[CH:40][C:39]=2[O:45][CH3:46])[CH:37]=1. No catalyst specified. The product is [Cl:32][C:33]1[N:34]=[CH:35][N:36]([C:38]2[CH:44]=[CH:43][C:41]([NH:42][C:2]3[N:3]=[C:4]([N:18]4[CH2:22][CH2:21][CH:20]([N:23]([CH3:31])[C:24](=[O:30])[O:25][C:26]([CH3:27])([CH3:29])[CH3:28])[CH2:19]4)[C:5]4[CH2:10][CH2:9][CH:8]([C:11]5[CH:12]=[CH:13][C:14]([F:17])=[CH:15][CH:16]=5)[C:6]=4[N:7]=3)=[CH:40][C:39]=2[O:45][CH3:46])[CH:37]=1. The yield is 0.495. (9) The reactants are [NH2:1][C:2]1[C:10]2[N:9]=[C:8]([NH:11][C:12]([C:14]3[N:15]=[CH:16][C:17]4[C:22]([CH:23]=3)=[CH:21][CH:20]=[CH:19][CH:18]=4)=[O:13])[NH:7][C:6]=2[CH:5]=[CH:4][CH:3]=1.[C:24]1([S:30](Cl)(=[O:32])=[O:31])[CH:29]=[CH:28][CH:27]=[CH:26][CH:25]=1. The catalyst is N1C=CC=CC=1.C(Cl)Cl.[Cl-].[Na+].O. The product is [C:24]1([S:30]([NH:1][C:2]2[C:10]3[NH:9][C:8]([NH:11][C:12]([C:14]4[N:15]=[CH:16][C:17]5[C:22]([CH:23]=4)=[CH:21][CH:20]=[CH:19][CH:18]=5)=[O:13])=[N:7][C:6]=3[CH:5]=[CH:4][CH:3]=2)(=[O:32])=[O:31])[CH:29]=[CH:28][CH:27]=[CH:26][CH:25]=1. The yield is 0.520. (10) The reactants are [C:1]([O:5][C:6](=[O:17])[CH2:7][C@@H:8]([CH2:15][OH:16])[CH2:9][C@H:10]([CH3:14])[CH2:11][CH2:12][CH3:13])([CH3:4])([CH3:3])[CH3:2].C(N(CC)CC)C.[S:25](Cl)([C:28]1[CH:34]=[CH:33][C:31]([CH3:32])=[CH:30][CH:29]=1)(=[O:27])=[O:26].Cl. The catalyst is C(Cl)Cl.CN(C1C=CN=CC=1)C. The product is [C:1]([O:5][C:6](=[O:17])[CH2:7][C@@H:8]([CH2:15][O:16][S:25]([C:28]1[CH:34]=[CH:33][C:31]([CH3:32])=[CH:30][CH:29]=1)(=[O:27])=[O:26])[CH2:9][C@H:10]([CH3:14])[CH2:11][CH2:12][CH3:13])([CH3:3])([CH3:2])[CH3:4]. The yield is 0.910.